This data is from NCI-60 drug combinations with 297,098 pairs across 59 cell lines. The task is: Regression. Given two drug SMILES strings and cell line genomic features, predict the synergy score measuring deviation from expected non-interaction effect. (1) Drug 1: CC1=C2C(C(=O)C3(C(CC4C(C3C(C(C2(C)C)(CC1OC(=O)C(C(C5=CC=CC=C5)NC(=O)C6=CC=CC=C6)O)O)OC(=O)C7=CC=CC=C7)(CO4)OC(=O)C)O)C)OC(=O)C. Drug 2: CC1C(C(CC(O1)OC2CC(CC3=C2C(=C4C(=C3O)C(=O)C5=C(C4=O)C(=CC=C5)OC)O)(C(=O)CO)O)N)O.Cl. Cell line: 786-0. Synergy scores: CSS=39.4, Synergy_ZIP=-8.32, Synergy_Bliss=-4.95, Synergy_Loewe=-1.21, Synergy_HSA=-0.368. (2) Drug 1: C1=CC=C(C(=C1)C(C2=CC=C(C=C2)Cl)C(Cl)Cl)Cl. Drug 2: CCC1(C2=C(COC1=O)C(=O)N3CC4=CC5=C(C=CC(=C5CN(C)C)O)N=C4C3=C2)O.Cl. Cell line: SK-MEL-28. Synergy scores: CSS=23.6, Synergy_ZIP=-6.18, Synergy_Bliss=-1.42, Synergy_Loewe=-50.3, Synergy_HSA=-0.225. (3) Drug 1: CCC1(CC2CC(C3=C(CCN(C2)C1)C4=CC=CC=C4N3)(C5=C(C=C6C(=C5)C78CCN9C7C(C=CC9)(C(C(C8N6C=O)(C(=O)OC)O)OC(=O)C)CC)OC)C(=O)OC)O.OS(=O)(=O)O. Drug 2: CC(C)(C#N)C1=CC(=CC(=C1)CN2C=NC=N2)C(C)(C)C#N. Cell line: SNB-19. Synergy scores: CSS=21.1, Synergy_ZIP=-0.515, Synergy_Bliss=-0.721, Synergy_Loewe=-8.41, Synergy_HSA=-1.49. (4) Drug 1: C1CN1P(=S)(N2CC2)N3CC3. Drug 2: CC1C(C(CC(O1)OC2CC(OC(C2O)C)OC3=CC4=CC5=C(C(=O)C(C(C5)C(C(=O)C(C(C)O)O)OC)OC6CC(C(C(O6)C)O)OC7CC(C(C(O7)C)O)OC8CC(C(C(O8)C)O)(C)O)C(=C4C(=C3C)O)O)O)O. Cell line: NCI/ADR-RES. Synergy scores: CSS=15.0, Synergy_ZIP=-5.43, Synergy_Bliss=-5.90, Synergy_Loewe=-3.09, Synergy_HSA=-2.94. (5) Drug 2: CN1C(=O)N2C=NC(=C2N=N1)C(=O)N. Drug 1: C1CCN(CC1)CCOC2=CC=C(C=C2)C(=O)C3=C(SC4=C3C=CC(=C4)O)C5=CC=C(C=C5)O. Synergy scores: CSS=-8.89, Synergy_ZIP=5.67, Synergy_Bliss=-0.914, Synergy_Loewe=-10.4, Synergy_HSA=-9.55. Cell line: HOP-62.